Predict the reaction yield, written as a fraction of the theoretical maximum amount of product (1.0 means a 100% yield; for example, 0.34 means a 34% yield). From a dataset of Reaction yield outcomes from USPTO patents with 853,638 reactions. (1) The reactants are Br[C:2]1[CH:3]=[C:4]([C@:8]2([CH3:24])[CH2:13][C:12](=[O:14])[N:11]([CH3:15])[C:10](=[N:16][C:17](=[O:23])[O:18][C:19]([CH3:22])([CH3:21])[CH3:20])[NH:9]2)[CH:5]=[CH:6][CH:7]=1.[Cl:25][C:26]1[CH:27]=[CH:28][C:29]([OH:35])=[C:30](B(O)O)[CH:31]=1.C([O-])([O-])=O.[K+].[K+]. The catalyst is C(COC)OC.C(O)(C)(C)C.[Pd]. The product is [Cl:25][C:26]1[CH:31]=[C:30]([C:2]2[CH:3]=[C:4]([C@:8]3([CH3:24])[CH2:13][C:12](=[O:14])[N:11]([CH3:15])[C:10](=[N:16][C:17](=[O:23])[O:18][C:19]([CH3:21])([CH3:22])[CH3:20])[NH:9]3)[CH:5]=[CH:6][CH:7]=2)[C:29]([OH:35])=[CH:28][CH:27]=1. The yield is 0.480. (2) The reactants are [C:1]([C:3]1[CH:8]=[N:7][CH:6]=[C:5]([N:9]([CH3:11])[CH3:10])[N:4]=1)#[N:2].[C:12](OC)(=[O:20])[C:13]1[C:14](=[CH:16][CH:17]=[CH:18][CH:19]=1)[SH:15].C(N(CC)CC)C. The catalyst is C1(C)C=CC=CC=1. The product is [CH3:10][N:9]([CH3:11])[C:5]1[N:4]=[C:3]([C:1]2[S:15][C:14]3[CH:16]=[CH:17][CH:18]=[CH:19][C:13]=3[C:12](=[O:20])[N:2]=2)[CH:8]=[N:7][CH:6]=1. The yield is 0.320.